From a dataset of Catalyst prediction with 721,799 reactions and 888 catalyst types from USPTO. Predict which catalyst facilitates the given reaction. (1) Reactant: [CH3:1][C:2]1[CH:3]=[C:4]([S:8][C:9]2[CH:14]=[CH:13][C:12]([S:15]([NH:18][C@@H:19]([C:23]([O:25][C:26]([CH3:29])([CH3:28])[CH3:27])=[O:24])[CH:20]([CH3:22])[CH3:21])(=[O:17])=[O:16])=[CH:11][CH:10]=2)[CH:5]=[CH:6][CH:7]=1.Cl.Cl[CH2:32][CH2:33][N:34]1[CH2:39][CH2:38][O:37][CH2:36][CH2:35]1.C([O-])([O-])=O.[K+].[K+]. Product: [CH3:1][C:2]1[CH:3]=[C:4]([S:8][C:9]2[CH:10]=[CH:11][C:12]([S:15]([N:18]([CH2:32][CH2:33][N:34]3[CH2:39][CH2:38][O:37][CH2:36][CH2:35]3)[C@@H:19]([C:23]([O:25][C:26]([CH3:27])([CH3:29])[CH3:28])=[O:24])[CH:20]([CH3:22])[CH3:21])(=[O:17])=[O:16])=[CH:13][CH:14]=2)[CH:5]=[CH:6][CH:7]=1. The catalyst class is: 3. (2) The catalyst class is: 15. Reactant: [N:1]([O-:3])=O.[Na+].[Cl:5][C:6]1[CH:19]=[CH:18][CH:17]=[C:16]([Cl:20])[C:7]=1[CH:8]=[C:9]1[NH:13][C:12](=[O:14])[CH:11]=[C:10]1[OH:15]. Product: [Cl:5][C:6]1[CH:19]=[CH:18][CH:17]=[C:16]([Cl:20])[C:7]=1[CH:8]=[C:9]1[NH:13][C:12](=[O:14])[C:11](=[N:1][OH:3])[C:10]1=[O:15]. (3) Reactant: C[O:2][C:3]1[C:4]2[O:11]C(C(O)=O)=C[C:5]=2N=C[N:8]=1.[CH3:15][N:16]([CH3:23])C1C=CC=CC=1.P(Cl)(Cl)([Cl:26])=O.[C:29](#[N:31])[CH3:30]. Product: [Cl:26][C:15]1[C:30]2[O:11][C:4]([C:3]([NH2:8])=[O:2])=[CH:5][C:29]=2[N:31]=[CH:23][N:16]=1. The catalyst class is: 572. (4) Reactant: Cl[CH2:2][O:3][CH2:4][CH2:5][Cl:6].[CH:7]12[CH2:16][CH:11]3[CH2:12][CH:13]([CH2:15][CH:9]([CH2:10]3)[CH:8]1[OH:17])[CH2:14]2.C(N(CC)CC)C. Product: [Cl:6][CH2:5][CH2:4][O:3][CH2:2][O:17][CH:8]1[CH:7]2[CH2:16][CH:11]3[CH2:12][CH:13]([CH2:15][CH:9]1[CH2:10]3)[CH2:14]2. The catalyst class is: 1. (5) Reactant: [N+:1]([C:4]1[CH:10]=[CH:9][C:7]([NH2:8])=[CH:6][CH:5]=1)([O-:3])=[O:2].[CH:11]([C:13]1[CH:18]=[CH:17][CH:16]=[CH:15][N:14]=1)=[CH2:12].Cl.C(OCC)(=O)C. Product: [N+:1]([C:4]1[CH:10]=[CH:9][C:7]([NH:8][CH2:12][CH2:11][C:13]2[CH:18]=[CH:17][CH:16]=[CH:15][N:14]=2)=[CH:6][CH:5]=1)([O-:3])=[O:2]. The catalyst class is: 41. (6) Reactant: C([C:8]1[CH:33]=[CH:32][C:11]([C:12]([NH:14][C:15]2[CH:20]=[CH:19][C:18]([C:21]([F:27])([F:26])[C:22]([F:25])([F:24])[F:23])=[C:17]([O:28][CH2:29][CH2:30][NH2:31])[CH:16]=2)=[O:13])=[C:10]([Cl:34])[N:9]=1)(OC(C)(C)C)=O.C(O)(C(F)(F)F)=O. Product: [NH2:31][CH2:30][CH2:29][O:28][C:17]1[CH:16]=[C:15]([NH:14][C:12](=[O:13])[C:11]2[CH:32]=[CH:33][CH:8]=[N:9][C:10]=2[Cl:34])[CH:20]=[CH:19][C:18]=1[C:21]([F:26])([F:27])[C:22]([F:25])([F:24])[F:23]. The catalyst class is: 2. (7) Reactant: [OH-].[K+].[Br:3][C:4]1[CH:13]=[C:12]2[C:7]([C:8]([CH3:16])([CH3:15])[CH2:9][C:10](=[O:14])[NH:11]2)=[CH:6][C:5]=1[CH3:17].[CH2:18](I)C.O. Product: [Br:3][C:4]1[CH:13]=[C:12]2[C:7]([C:8]([CH3:15])([CH3:16])[CH2:9][C:10](=[O:14])[N:11]2[CH3:18])=[CH:6][C:5]=1[CH3:17]. The catalyst class is: 16. (8) Reactant: [C:1]([O:5][C:6]([N:8]1[CH2:13][CH2:12][C:11](=[O:14])[CH:10]([C:15]2[CH:20]=[CH:19][C:18]([OH:21])=[CH:17][C:16]=2[CH3:22])[CH2:9]1)=[O:7])([CH3:4])([CH3:3])[CH3:2].N1C=CC=CC=1.[S:29](O[S:29]([C:32]([F:35])([F:34])[F:33])(=[O:31])=[O:30])([C:32]([F:35])([F:34])[F:33])(=[O:31])=[O:30]. Product: [CH3:22][C:16]1[CH:17]=[C:18]([O:21][S:29]([C:32]([F:35])([F:34])[F:33])(=[O:31])=[O:30])[CH:19]=[CH:20][C:15]=1[CH:10]1[C:11](=[O:14])[CH2:12][CH2:13][N:8]([C:6]([O:5][C:1]([CH3:4])([CH3:3])[CH3:2])=[O:7])[CH2:9]1. The catalyst class is: 2. (9) Product: [CH3:21][O:1][C:2]1[CH:7]=[CH:6][N:5]([C:8]2[CH:17]=[CH:16][C:11]([C:12]([O:14][CH3:15])=[O:13])=[CH:10][CH:9]=2)[C:4](=[O:18])[CH:3]=1. Reactant: [OH:1][C:2]1[CH:7]=[CH:6][N:5]([C:8]2[CH:17]=[CH:16][C:11]([C:12]([O:14][CH3:15])=[O:13])=[CH:10][CH:9]=2)[C:4](=[O:18])[CH:3]=1.IC.[C:21]([O-])([O-])=O.[K+].[K+]. The catalyst class is: 21. (10) Reactant: [Br:1][C:2]1[CH:3]=[C:4]2[C:9](=[CH:10][C:11]=1[F:12])[NH:8][C:7](=S)[CH2:6][CH2:5]2.[C:14]([NH:17][NH2:18])(=O)[CH3:15]. Product: [Br:1][C:2]1[CH:3]=[C:4]2[C:9](=[CH:10][C:11]=1[F:12])[N:8]1[C:14]([CH3:15])=[N:17][N:18]=[C:7]1[CH2:6][CH2:5]2. The catalyst class is: 51.